Dataset: Full USPTO retrosynthesis dataset with 1.9M reactions from patents (1976-2016). Task: Predict the reactants needed to synthesize the given product. (1) Given the product [F:1][C:2]1[CH:7]=[C:6]([N+:8]([O-:10])=[O:9])[CH:5]=[CH:4][C:3]=1[C:11]([CH3:15])([CH3:14])[CH2:12][NH2:13], predict the reactants needed to synthesize it. The reactants are: [F:1][C:2]1[CH:7]=[C:6]([N+:8]([O-:10])=[O:9])[CH:5]=[CH:4][C:3]=1[C:11]([CH3:15])([CH3:14])[C:12]#[N:13].B.C1COCC1. (2) Given the product [CH2:1]([C:8]1[CH:9]=[N:10][C:11]2[C:16]([C:17]=1[C:27]1[CH:28]=[CH:29][CH:30]=[C:31]3[C:26]=1[CH:25]=[CH:24][NH:23]3)=[CH:15][CH:14]=[CH:13][C:12]=2[C:19]([F:22])([F:21])[F:20])[C:2]1[CH:7]=[CH:6][CH:5]=[CH:4][CH:3]=1, predict the reactants needed to synthesize it. The reactants are: [CH2:1]([C:8]1[CH:9]=[N:10][C:11]2[C:16]([C:17]=1Br)=[CH:15][CH:14]=[CH:13][C:12]=2[C:19]([F:22])([F:21])[F:20])[C:2]1[CH:7]=[CH:6][CH:5]=[CH:4][CH:3]=1.[NH:23]1[C:31]2[C:26](=[C:27](B(O)O)[CH:28]=[CH:29][CH:30]=2)[CH:25]=[CH:24]1.C(=O)([O-])[O-].[Na+].[Na+].C1(C)C=CC=CC=1. (3) Given the product [Cl:16][C:17]1[CH:22]=[C:21]([F:1])[N:20]2[N:24]=[C:25]([C:38]3[CH:43]=[CH:42][C:41]([F:44])=[CH:40][CH:39]=3)[C:26]([C:27]([N:29]([CH3:37])[C:30](=[O:36])[O:31][C:32]([CH3:33])([CH3:35])[CH3:34])=[O:28])=[C:19]2[CH:18]=1, predict the reactants needed to synthesize it. The reactants are: [F:1]C1C(F)=C(F)C(F)=C(F)C=1F.C(=O)=O.[Cl:16][C:17]1[CH:22]=[C:21](Cl)[N:20]2[N:24]=[C:25]([C:38]3[CH:43]=[CH:42][C:41]([F:44])=[CH:40][CH:39]=3)[C:26]([C:27]([N:29]([CH3:37])[C:30](=[O:36])[O:31][C:32]([CH3:35])([CH3:34])[CH3:33])=[O:28])=[C:19]2[CH:18]=1. (4) Given the product [Cl:21][CH2:22][CH2:23][CH2:24][CH2:25][S:26]([NH:1][C:2]1[C:10]2[N:9]=[CH:8][NH:7][C:6]=2[CH:5]=[C:4]([C:11]([O:13][CH3:14])=[O:12])[CH:3]=1)(=[O:28])=[O:27], predict the reactants needed to synthesize it. The reactants are: [NH2:1][C:2]1[C:10]2[N:9]=[CH:8][NH:7][C:6]=2[CH:5]=[C:4]([C:11]([O:13][CH3:14])=[O:12])[CH:3]=1.N1C=CC=CC=1.[Cl:21][CH2:22][CH2:23][CH2:24][CH2:25][S:26](Cl)(=[O:28])=[O:27]. (5) Given the product [CH3:11][C:12]1[CH:16]=[C:15]([CH3:17])[N:14]([C:18]([NH:19][C:22]([NH:21][CH2:24][CH2:25][NH:26][C:27](=[O:33])[O:28][C:29]([CH3:31])([CH3:30])[CH3:32])=[S:23])=[NH:20])[N:13]=1, predict the reactants needed to synthesize it. The reactants are: CC(C)([O-])C.[K+].[N+]([O-])(O)=O.[CH3:11][C:12]1[CH:16]=[C:15]([CH3:17])[N:14]([C:18](=[NH:20])[NH2:19])[N:13]=1.[N:21]([CH2:24][CH2:25][NH:26][C:27](=[O:33])[O:28][C:29]([CH3:32])([CH3:31])[CH3:30])=[C:22]=[S:23]. (6) The reactants are: [OH:1][C:2]1[CH:3]=[C:4]([CH:9]=[C:10]([O:12][CH2:13][C:14]2[CH:19]=[CH:18][CH:17]=[CH:16][CH:15]=2)[CH:11]=1)[C:5]([O:7][CH3:8])=[O:6].[CH3:20][O:21][CH2:22][C@H:23](O)[CH2:24][CH3:25].C1(P(C2C=CC=CC=2)C2C=CC=CC=2)C=CC=CC=1.CCOC(/N=N/C(OCC)=O)=O.C1(C)C=CC=CC=1. Given the product [CH3:20][O:21][CH2:22][C@@H:23]([O:1][C:2]1[CH:3]=[C:4]([CH:9]=[C:10]([O:12][CH2:13][C:14]2[CH:19]=[CH:18][CH:17]=[CH:16][CH:15]=2)[CH:11]=1)[C:5]([O:7][CH3:8])=[O:6])[CH2:24][CH3:25], predict the reactants needed to synthesize it. (7) Given the product [F:1][C:2]1[CH:3]=[C:4]([C:21]2[CH:20]=[CH:19][C:18]([CH2:17][N:12]3[CH:16]=[CH:15][N:14]=[CH:13]3)=[CH:23][N:22]=2)[CH:5]=[CH:6][C:7]=1[F:8], predict the reactants needed to synthesize it. The reactants are: [F:1][C:2]1[CH:3]=[C:4](B(O)O)[CH:5]=[CH:6][C:7]=1[F:8].[N:12]1([CH2:17][C:18]2[CH:19]=[CH:20][C:21](Br)=[N:22][CH:23]=2)[CH:16]=[CH:15][N:14]=[CH:13]1.